Dataset: Catalyst prediction with 721,799 reactions and 888 catalyst types from USPTO. Task: Predict which catalyst facilitates the given reaction. (1) Reactant: [Br:1][C:2]1[CH:7]=[CH:6][C:5]([C:8]2(O)[CH2:11][CH2:10][CH2:9]2)=[CH:4][CH:3]=1.C([SiH](CC)CC)C. Product: [Br:1][C:2]1[CH:7]=[CH:6][C:5]([CH:8]2[CH2:11][CH2:10][CH2:9]2)=[CH:4][CH:3]=1. The catalyst class is: 2. (2) Reactant: [F:1][C:2]1[CH:3]=[C:4]([S:20]([NH2:23])(=[O:22])=[O:21])[CH:5]=[CH:6][C:7]=1[O:8][C@H:9]1[CH2:13][CH2:12][CH2:11][C@@H:10]1[C:14]1[N:18]([CH3:19])[N:17]=[CH:16][CH:15]=1.[F:24][C:25]1[N:30]=[C:29](F)[CH:28]=[CH:27][N:26]=1.C(=O)([O-])[O-].[K+].[K+]. Product: [F:1][C:2]1[CH:3]=[C:4]([S:20]([NH:23][C:27]2[CH:28]=[CH:29][N:30]=[C:25]([F:24])[N:26]=2)(=[O:21])=[O:22])[CH:5]=[CH:6][C:7]=1[O:8][C@H:9]1[CH2:13][CH2:12][CH2:11][C@@H:10]1[C:14]1[N:18]([CH3:19])[N:17]=[CH:16][CH:15]=1. The catalyst class is: 3. (3) Reactant: Cl[C:2]1[N:11]=[C:10]2[C:5]([CH:6]=[C:7]([C:16]([O:18][CH2:19][CH3:20])=[O:17])[C:8]([C:12]([F:15])([F:14])[F:13])=[N:9]2)=[CH:4][C:3]=1[F:21].[F:22][C:23]([F:27])([F:26])[CH2:24][NH2:25]. Product: [F:21][C:3]1[CH:4]=[C:5]2[C:10](=[N:11][C:2]=1[NH:25][CH2:24][C:23]([F:27])([F:26])[F:22])[N:9]=[C:8]([C:12]([F:15])([F:14])[F:13])[C:7]([C:16]([O:18][CH2:19][CH3:20])=[O:17])=[CH:6]2. The catalyst class is: 9. (4) Product: [CH3:1][O:2][C:3](=[O:27])[CH:4]([NH:14][S:15]([C:18]1[C:19]2[C:20]([Cl:53])=[CH:21][NH:22][C:23]=2[CH:24]=[CH:25][CH:26]=1)(=[O:17])=[O:16])[CH2:5][CH2:6][N:7]1[CH:11]=[CH:10][CH:9]=[C:8]1[C:12]#[N:13]. Reactant: [CH3:1][O:2][C:3](=[O:27])[CH:4]([NH:14][S:15]([C:18]1[C:19]2[CH:20]=[CH:21][NH:22][C:23]=2[CH:24]=[CH:25][CH:26]=1)(=[O:17])=[O:16])[CH2:5][CH2:6][N:7]1[CH:11]=[CH:10][CH:9]=[C:8]1[C:12]#[N:13].CC(SCC[NH2+]C(CN)=O)=O.C([O-])(C(F)(F)F)=O.C1C(=O)N([Cl:53])C(=O)C1. The catalyst class is: 726. (5) Reactant: [F:1][C:2]1[C:23]([N+:24]([O-:26])=[O:25])=[CH:22][C:5]([C:6]([NH:8][CH:9]2[CH2:14][CH2:13][N:12]([C:15]([O:17][C:18]([CH3:21])([CH3:20])[CH3:19])=[O:16])[CH2:11][CH2:10]2)=[O:7])=[C:4]([CH:27]=C)[CH:3]=1.O=[O+][O-].C(O)(C(F)(F)F)=O.C([SiH](CC)CC)C.C([O-])(O)=O.[Na+].CC(OC(OC(OC(C)(C)C)=O)=O)(C)C. Product: [F:1][C:2]1[CH:3]=[C:4]2[C:5](=[CH:22][C:23]=1[N+:24]([O-:26])=[O:25])[C:6](=[O:7])[N:8]([CH:9]1[CH2:14][CH2:13][N:12]([C:15]([O:17][C:18]([CH3:20])([CH3:19])[CH3:21])=[O:16])[CH2:11][CH2:10]1)[CH2:27]2. The catalyst class is: 34.